The task is: Regression. Given a peptide amino acid sequence and an MHC pseudo amino acid sequence, predict their binding affinity value. This is MHC class I binding data.. This data is from Peptide-MHC class I binding affinity with 185,985 pairs from IEDB/IMGT. (1) The peptide sequence is YEFLQPILL. The MHC is HLA-A68:02 with pseudo-sequence HLA-A68:02. The binding affinity (normalized) is 0. (2) The peptide sequence is NSWDVFGNWF. The MHC is Mamu-B8301 with pseudo-sequence Mamu-B8301. The binding affinity (normalized) is 0.139. (3) The peptide sequence is HAEQGLIQY. The MHC is HLA-B35:01 with pseudo-sequence HLA-B35:01. The binding affinity (normalized) is 1.00. (4) The peptide sequence is EVRYIDITNI. The MHC is HLA-A02:03 with pseudo-sequence HLA-A02:03. The binding affinity (normalized) is 0.199. (5) The peptide sequence is YVDHYYRDY. The MHC is HLA-A69:01 with pseudo-sequence HLA-A69:01. The binding affinity (normalized) is 0.298. (6) The peptide sequence is EYYFRNEVF. The MHC is HLA-A26:03 with pseudo-sequence HLA-A26:03. The binding affinity (normalized) is 0.0847. (7) The peptide sequence is VHFIKPLLL. The MHC is Mamu-A07 with pseudo-sequence Mamu-A07. The binding affinity (normalized) is 0.571. (8) The peptide sequence is LTDDMIAAY. The MHC is HLA-B27:05 with pseudo-sequence HLA-B27:05. The binding affinity (normalized) is 0.0847. (9) The peptide sequence is YNYSLSAAV. The MHC is HLA-A02:03 with pseudo-sequence HLA-A02:03. The binding affinity (normalized) is 0.611. (10) The peptide sequence is STVTSLIAN. The MHC is Mamu-A01 with pseudo-sequence Mamu-A01. The binding affinity (normalized) is 0.351.